Dataset: Reaction yield outcomes from USPTO patents with 853,638 reactions. Task: Predict the reaction yield, written as a fraction of the theoretical maximum amount of product (1.0 means a 100% yield; for example, 0.34 means a 34% yield). (1) The reactants are Cl.[Cl:2][C:3]1[CH:18]=[CH:17][C:6]2[NH:7][C:8]3[S:9][C:10]([CH3:16])=[CH:11][C:12]=3[C:13]([NH2:15])=[N:14][C:5]=2[CH:4]=1.[CH3:19][O:20][CH2:21][CH2:22][C@H:23]1[CH2:28]N[CH2:26][CH2:25][NH:24]1. The catalyst is CS(C)=O.C1(C)C=CC=CC=1.O.C(OCC)(=O)C. The product is [Cl:2][C:3]1[CH:18]=[CH:17][C:6]2[NH:7][C:8]3[S:9][C:10]([CH3:16])=[CH:11][C:12]=3[C:13]([N:15]3[CH2:26][CH2:25][NH:24][C@@H:23]([CH2:22][CH2:21][O:20][CH3:19])[CH2:28]3)=[N:14][C:5]=2[CH:4]=1. The yield is 0.600. (2) The reactants are Cl[CH2:2][S:3]([NH:6][C:7]1[C:28]([OH:29])=[CH:27][C:10]2[C@H:11]([NH:18][CH2:19][CH2:20][C:21]3[CH:26]=[CH:25][CH:24]=[CH:23][CH:22]=3)[C@@H:12]([OH:17])[C:13]([CH3:16])([CH3:15])[O:14][C:9]=2[CH:8]=1)(=[O:5])=[O:4].[OH-].[Na+].[Cl-].[NH4+]. The catalyst is CO. The product is [CH3:15][C:13]1([CH3:16])[CH:12]([OH:17])[CH:11]([NH:18][CH2:19][CH2:20][C:21]2[CH:26]=[CH:25][CH:24]=[CH:23][CH:22]=2)[C:10]2[C:9](=[CH:8][C:7]3[NH:6][S:3](=[O:5])(=[O:4])[CH2:2][O:29][C:28]=3[CH:27]=2)[O:14]1. The yield is 0.370. (3) The reactants are [N+:1]([C:4]1[CH:5]=[C:6]([CH:20]=[CH:21][CH:22]=1)[CH2:7][CH2:8][N:9]1C(=O)C2=CC=CC=C2C1=O)([O-:3])=[O:2].NN. The catalyst is C(O)C. The product is [N+:1]([C:4]1[CH:5]=[C:6]([CH:20]=[CH:21][CH:22]=1)[CH2:7][CH2:8][NH2:9])([O-:3])=[O:2]. The yield is 0.990.